Predict the product of the given reaction. From a dataset of Forward reaction prediction with 1.9M reactions from USPTO patents (1976-2016). Given the reactants [NH2:1][C:2]1[N:7]=[C:6]([N:8]2[CH2:13][CH2:12][N:11]([C:14]([O:16][C:17]([CH3:20])([CH3:19])[CH3:18])=[O:15])[CH2:10][CH2:9]2)[CH:5]=[CH:4][N:3]=1.C[Si]([N-][Si](C)(C)C)(C)C.[Na+].[F:31][C:32]([F:61])([F:60])[C:33]1[CH:34]=[C:35]([C:39]2[CH:40]=[CH:41][C:42]3[N:48]4[CH2:49][C@H:45]([CH2:46][CH2:47]4)[N:44]([C:50](OC4C=CC=CC=4)=[O:51])[C:43]=3[N:59]=2)[CH:36]=[CH:37][CH:38]=1, predict the reaction product. The product is: [F:60][C:32]([F:31])([F:61])[C:33]1[CH:34]=[C:35]([C:39]2[CH:40]=[CH:41][C:42]3[N:48]4[CH2:49][C@H:45]([CH2:46][CH2:47]4)[N:44]([C:50]([NH:1][C:2]4[N:7]=[C:6]([N:8]5[CH2:9][CH2:10][N:11]([C:14]([O:16][C:17]([CH3:20])([CH3:19])[CH3:18])=[O:15])[CH2:12][CH2:13]5)[CH:5]=[CH:4][N:3]=4)=[O:51])[C:43]=3[N:59]=2)[CH:36]=[CH:37][CH:38]=1.